Predict the product of the given reaction. From a dataset of Forward reaction prediction with 1.9M reactions from USPTO patents (1976-2016). (1) Given the reactants [Cl:1][C:2]1[CH:8]=[CH:7][C:5]([NH2:6])=[CH:4][C:3]=1[C:9]1[CH:14]=[CH:13][CH:12]=[CH:11][N:10]=1.[Cl:15][C:16]1[CH:24]=[C:23]([S:25]([CH:28]([CH3:30])[CH3:29])(=[O:27])=[O:26])[CH:22]=[CH:21][C:17]=1[C:18](O)=[O:19], predict the reaction product. The product is: [Cl:15][C:16]1[CH:24]=[C:23]([S:25]([CH:28]([CH3:30])[CH3:29])(=[O:27])=[O:26])[CH:22]=[CH:21][C:17]=1[C:18]([NH:6][C:5]1[CH:7]=[CH:8][C:2]([Cl:1])=[C:3]([C:9]2[CH:14]=[CH:13][CH:12]=[CH:11][N:10]=2)[CH:4]=1)=[O:19]. (2) The product is: [N:1]1([CH2:8][CH2:9][CH2:10][NH2:11])[CH2:7][CH2:6][CH2:5][CH2:4][CH2:3][CH2:2]1. Given the reactants [N:1]1([CH2:8][CH2:9][CH2:10][N:11]2C(=O)C3C(=CC=CC=3)C2=O)[CH2:7][CH2:6][CH2:5][CH2:4][CH2:3][CH2:2]1.NN.C(O)(C(F)(F)F)=O, predict the reaction product.